From a dataset of Reaction yield outcomes from USPTO patents with 853,638 reactions. Predict the reaction yield, written as a fraction of the theoretical maximum amount of product (1.0 means a 100% yield; for example, 0.34 means a 34% yield). (1) The reactants are [H-].[Na+].[CH:3]1[C:12]2[C:7](=[CH:8][CH:9]=[CH:10][CH:11]=2)[CH:6]=[CH:5][C:4]=1[C:13](=[O:21])[CH2:14][C:15]1[CH:20]=[CH:19][N:18]=[CH:17][CH:16]=1.Br[CH2:23][C:24]([O:26][CH2:27][CH3:28])=[O:25]. The catalyst is C1COCC1. The product is [CH:3]1[C:12]2[C:7](=[CH:8][CH:9]=[CH:10][CH:11]=2)[CH:6]=[CH:5][C:4]=1[C:13](=[O:21])[CH:14]([C:15]1[CH:16]=[CH:17][N:18]=[CH:19][CH:20]=1)[CH2:23][C:24]([O:26][CH2:27][CH3:28])=[O:25]. The yield is 0.750. (2) The reactants are [CH3:1][O:2][C:3]1[CH:12]=[C:11]2[C:6]([CH:7]=[CH:8][CH:9]=[C:10]2[C:13](=[O:17])[C:14](O)=[O:15])=[CH:5][CH:4]=1.CCCP(=O)=O.[NH4+].[Cl-].C([NH:29]C(C)C)(C)C. The catalyst is C(#N)C. The product is [CH3:1][O:2][C:3]1[CH:12]=[C:11]2[C:6]([CH:7]=[CH:8][CH:9]=[C:10]2[C:13](=[O:17])[C:14]([NH2:29])=[O:15])=[CH:5][CH:4]=1. The yield is 0.800.